Dataset: Reaction yield outcomes from USPTO patents with 853,638 reactions. Task: Predict the reaction yield, written as a fraction of the theoretical maximum amount of product (1.0 means a 100% yield; for example, 0.34 means a 34% yield). (1) The reactants are [CH3:1][N:2]1[CH2:7][CH2:6][N:5]([CH2:8][CH2:9][C:10]([NH:12][C:13]2[CH:22]=[CH:21][C:16]([C:17]([O:19]C)=[O:18])=[CH:15][CH:14]=2)=[O:11])[CH2:4][CH2:3]1.[OH-].[Na+]. The catalyst is CO. The product is [CH3:1][N:2]1[CH2:7][CH2:6][N:5]([CH2:8][CH2:9][C:10]([NH:12][C:13]2[CH:14]=[CH:15][C:16]([C:17]([OH:19])=[O:18])=[CH:21][CH:22]=2)=[O:11])[CH2:4][CH2:3]1. The yield is 0.980. (2) The reactants are [C:1]([O:9][C:10]1[C:19]2[C:14](=[CH:15][CH:16]=[CH:17][CH:18]=2)[C:13]([O:20][C:21](=[O:28])[C:22]2[CH:27]=[CH:26][CH:25]=[CH:24][CH:23]=2)=[C:12]([CH3:29])[C:11]=1[CH2:30]/[CH:31]=[C:32](\[CH3:64])/[CH2:33][CH2:34]/[CH:35]=[C:36](\[CH3:63])/[CH2:37][CH2:38]/[CH:39]=[C:40](\[CH3:62])/[CH2:41][CH2:42]/[CH:43]=[C:44](\[CH3:61])/[CH2:45][CH2:46]/[CH:47]=[C:48](\[CH3:60])/[CH2:49][CH2:50]/[CH:51]=[C:52](\[CH3:59])/[CH2:53][CH2:54][CH:55]=[C:56]([CH3:58])[CH3:57])(=[O:8])[C:2]1[CH:7]=[CH:6][CH:5]=[CH:4][CH:3]=1.O. The catalyst is C1COCC1. The product is [C:1]([O:9][C:10]1[C:19]2[C:14](=[CH:15][CH:16]=[CH:17][CH:18]=2)[C:13]([OH:20])=[C:12]([CH3:29])[C:11]=1[CH2:30]/[CH:31]=[C:32](\[CH3:64])/[CH2:33][CH2:34]/[CH:35]=[C:36](\[CH3:63])/[CH2:37][CH2:38]/[CH:39]=[C:40](\[CH3:62])/[CH2:41][CH2:42]/[CH:43]=[C:44](\[CH3:61])/[CH2:45][CH2:46]/[CH:47]=[C:48](\[CH3:60])/[CH2:49][CH2:50]/[CH:51]=[C:52](\[CH3:59])/[CH2:53][CH2:54][CH:55]=[C:56]([CH3:58])[CH3:57])(=[O:8])[C:2]1[CH:3]=[CH:4][CH:5]=[CH:6][CH:7]=1.[C:21]([O:20][C:13]1[C:14]2[C:19](=[CH:18][CH:17]=[CH:16][CH:15]=2)[C:10]([OH:9])=[C:11]([CH2:30]/[CH:31]=[C:32](\[CH3:64])/[CH2:33][CH2:34]/[CH:35]=[C:36](\[CH3:63])/[CH2:37][CH2:38]/[CH:39]=[C:40](\[CH3:62])/[CH2:41][CH2:42]/[CH:43]=[C:44](\[CH3:61])/[CH2:45][CH2:46]/[CH:47]=[C:48](\[CH3:60])/[CH2:49][CH2:50]/[CH:51]=[C:52](\[CH3:59])/[CH2:53][CH2:54][CH:55]=[C:56]([CH3:57])[CH3:58])[C:12]=1[CH3:29])(=[O:28])[C:22]1[CH:23]=[CH:24][CH:25]=[CH:26][CH:27]=1. The yield is 0.500. (3) The reactants are [CH3:1][O:2][C:3]1[CH:4]=[C:5]2[C:10](=[CH:11][CH:12]=1)[C:9](=O)[NH:8][CH:7]=[C:6]2[N:14]1[CH2:19][CH2:18][N:17]([CH3:20])[CH2:16][CH2:15]1.O=P(Cl)(Cl)[Cl:23]. No catalyst specified. The product is [Cl:23][C:9]1[C:10]2[C:5](=[CH:4][C:3]([O:2][CH3:1])=[CH:12][CH:11]=2)[C:6]([N:14]2[CH2:19][CH2:18][N:17]([CH3:20])[CH2:16][CH2:15]2)=[CH:7][N:8]=1. The yield is 0.278. (4) The reactants are [F:1][C:2]1[CH:20]=[C:19]([N+:21]([O-])=O)[CH:18]=[CH:17][C:3]=1[O:4][C:5]1[C:6]2[S:13][C:12]([S:14]([CH3:16])=[O:15])=[CH:11][C:7]=2[N:8]=[CH:9][N:10]=1.FC1C=C(N[C:44]([NH:46][C:47](=[O:55])[CH2:48][C:49]2[CH:54]=[CH:53][CH:52]=[CH:51][CH:50]=2)=[S:45])C=CC=1OC1C2SC(SC)=CC=2N=CN=1. No catalyst specified. The product is [F:1][C:2]1[CH:20]=[C:19]([NH:21][C:44]([NH:46][C:47](=[O:55])[CH2:48][C:49]2[CH:50]=[CH:51][CH:52]=[CH:53][CH:54]=2)=[S:45])[CH:18]=[CH:17][C:3]=1[O:4][C:5]1[C:6]2[S:13][C:12]([S:14]([CH3:16])=[O:15])=[CH:11][C:7]=2[N:8]=[CH:9][N:10]=1. The yield is 0.360. (5) The reactants are [CH2:1]([O:3][C:4]([CH:6]1[C:15]([CH:16]=O)=[CH:14][C:13]2[C:8](=[CH:9][CH:10]=[CH:11][C:12]=2[Cl:18])[O:7]1)=[O:5])C.[CH3:19][O:20][C:21](=[O:31])[C@@H:22]([NH2:30])[CH2:23][CH:24]1[CH2:29][CH2:28][CH2:27][CH2:26][CH2:25]1.CCN(C(C)C)C(C)C.C([BH3-])#N.[Na+].C(O)(=O)C. The catalyst is CO. The product is [CH3:1][O:3][C:4]([C:6]1[O:7][C:8]2[C:13]([CH2:14][C:15]=1[CH2:16][NH:30][C@H:22]([C:21]([O:20][CH3:19])=[O:31])[CH2:23][CH:24]1[CH2:29][CH2:28][CH2:27][CH2:26][CH2:25]1)=[C:12]([Cl:18])[CH:11]=[CH:10][CH:9]=2)=[O:5]. The yield is 0.466. (6) The reactants are [CH3:1][O:2][C:3]1[CH:4]=[C:5]([N:12]2[CH2:17][CH2:16][O:15][CH2:14][CH2:13]2)[CH:6]=[CH:7][C:8]=1[N+:9]([O-])=O.[Sn](Cl)Cl. The catalyst is CCO. The product is [CH3:1][O:2][C:3]1[CH:4]=[C:5]([N:12]2[CH2:17][CH2:16][O:15][CH2:14][CH2:13]2)[CH:6]=[CH:7][C:8]=1[NH2:9]. The yield is 0.480. (7) The product is [NH2:1][C:2]1[CH:3]=[CH:4][C:5]([C:18]2[O:19][CH:20]=[CH:21][CH:22]=2)=[C:6]2[C:10]=1[C:9](=[O:11])[NH:8][CH2:7]2. The yield is 0.550. The reactants are [NH2:1][C:2]1[CH:3]=[CH:4][C:5](Br)=[C:6]2[C:10]=1[C:9](=[O:11])[NH:8][CH2:7]2.C([Sn](CCCC)(CCCC)[C:18]1[O:19][CH:20]=[CH:21][CH:22]=1)CCC. The catalyst is C1COCC1.Cl[Pd](Cl)([P](C1C=CC=CC=1)(C1C=CC=CC=1)C1C=CC=CC=1)[P](C1C=CC=CC=1)(C1C=CC=CC=1)C1C=CC=CC=1.